Dataset: Retrosynthesis with 50K atom-mapped reactions and 10 reaction types from USPTO. Task: Predict the reactants needed to synthesize the given product. (1) Given the product Cc1ccccc1-c1ccc2nc(NC(=O)C(C)(C)C)ccc2c1, predict the reactants needed to synthesize it. The reactants are: CC(C)(C)C(=O)Cl.Cc1ccccc1-c1ccc2nc(N)ccc2c1. (2) Given the product O=C(O)c1ccc(-c2ccc(OCC3CCN(CC4(C(F)(F)F)CCCC4)CC3)nc2)cc1, predict the reactants needed to synthesize it. The reactants are: COC(=O)c1ccc(-c2ccc(OCC3CCN(CC4(C(F)(F)F)CCCC4)CC3)nc2)cc1. (3) Given the product Cc1c(CC(N)=O)c2cc(OCC(=O)O)ccc2n1Cc1ccccc1, predict the reactants needed to synthesize it. The reactants are: CCOC(=O)COc1ccc2c(c1)c(CC(N)=O)c(C)n2Cc1ccccc1. (4) Given the product Cc1nc(C#Cc2ccnc(Cl)c2)cn1-c1nccc(C(F)(F)F)n1, predict the reactants needed to synthesize it. The reactants are: Cc1nc(C#Cc2ccnc(Cl)c2)c[nH]1.FC(F)(F)c1ccnc(Cl)n1.